This data is from Catalyst prediction with 721,799 reactions and 888 catalyst types from USPTO. The task is: Predict which catalyst facilitates the given reaction. (1) Reactant: [CH3:1][CH:2]1[C:5]2([CH2:10][CH2:9][CH2:8][N:7]([C:11]3[C:12]4[CH:19]=[CH:18][NH:17][C:13]=4[N:14]=[CH:15][N:16]=3)[CH2:6]2)[NH:4][CH2:3]1.CC1N([C:26]([CH2:28][C:29]#[N:30])=[O:27])N=C(C)C=1.C(N(CC)C(C)C)(C)C.[Cl-].[Na+]. Product: [CH3:1][CH:2]1[C:5]2([CH2:10][CH2:9][CH2:8][N:7]([C:11]3[C:12]4[CH:19]=[CH:18][NH:17][C:13]=4[N:14]=[CH:15][N:16]=3)[CH2:6]2)[N:4]([C:26](=[O:27])[CH2:28][C:29]#[N:30])[CH2:3]1. The catalyst class is: 127. (2) Reactant: C[O-].[Na+].[C:4](=O)([S:6][CH2:7][C@@H:8]1[CH2:12][CH2:11][CH2:10][N:9]1[C:13](=[O:21])[C:14]1[CH:19]=[CH:18][C:17]([Br:20])=[CH:16][CH:15]=1)C.CI.C(=O)([O-])O.[Na+]. Product: [Br:20][C:17]1[CH:18]=[CH:19][C:14]([C:13]([N:9]2[CH2:10][CH2:11][CH2:12][C@H:8]2[CH2:7][S:6][CH3:4])=[O:21])=[CH:15][CH:16]=1. The catalyst class is: 5. (3) Reactant: [N:1]1[CH:6]=[CH:5][CH:4]=[C:3]([CH3:7])[C:2]=1[CH3:8].C1C=C(Cl)C=C(C(OO)=[O:17])C=1. Product: [N+:1]1([O-:17])[CH:6]=[CH:5][CH:4]=[C:3]([CH3:7])[C:2]=1[CH3:8]. The catalyst class is: 2.